From a dataset of Full USPTO retrosynthesis dataset with 1.9M reactions from patents (1976-2016). Predict the reactants needed to synthesize the given product. (1) The reactants are: CC(OC(/N=N/C(OC(C)C)=O)=O)C.C1(P(C2C=CC=CC=2)C2C=CC=CC=2)C=CC=CC=1.O[CH2:35][C@H:36]1[C:45]2[C:40](=[CH:41][CH:42]=[CH:43][CH:44]=2)[CH2:39][CH2:38][N:37]1[C:46]([O:48][C:49]([CH3:52])([CH3:51])[CH3:50])=[O:47].[C:53]1(=[O:63])[NH:57][C:56](=[O:58])[C:55]2=[CH:59][CH:60]=[CH:61][CH:62]=[C:54]12. Given the product [O:63]=[C:53]1[C:54]2[CH:62]=[CH:61][CH:60]=[CH:59][C:55]=2[C:56](=[O:58])[N:57]1[CH2:35][C@H:36]1[C:45]2[C:40](=[CH:41][CH:42]=[CH:43][CH:44]=2)[CH2:39][CH2:38][N:37]1[C:46]([O:48][C:49]([CH3:52])([CH3:51])[CH3:50])=[O:47], predict the reactants needed to synthesize it. (2) Given the product [C:11]([C:9]1[CH:8]=[N:7][CH:6]=[C:5]([CH:10]=1)[C:4]([N:3]=[S@@:2]([CH3:1])(=[O:24])[C:18]1[CH:19]=[CH:20][CH:21]=[CH:22][CH:23]=1)=[O:17])#[CH:12], predict the reactants needed to synthesize it. The reactants are: [CH3:1][S@:2](=[O:24])([C:18]1[CH:23]=[CH:22][CH:21]=[CH:20][CH:19]=1)=[N:3][C:4](=[O:17])[C:5]1[CH:10]=[C:9]([C:11]#[C:12][Si](C)(C)C)[CH:8]=[N:7][CH:6]=1.C([O-])([O-])=O.[K+].[K+].